This data is from TCR-epitope binding with 47,182 pairs between 192 epitopes and 23,139 TCRs. The task is: Binary Classification. Given a T-cell receptor sequence (or CDR3 region) and an epitope sequence, predict whether binding occurs between them. (1) The epitope is FLYALALLL. The TCR CDR3 sequence is CASSQEGLGNEQFF. Result: 0 (the TCR does not bind to the epitope). (2) The epitope is GMFNMLSTVLGVS. The TCR CDR3 sequence is CASSLRPTNEQFF. Result: 1 (the TCR binds to the epitope). (3) Result: 0 (the TCR does not bind to the epitope). The epitope is YFPLQSYGF. The TCR CDR3 sequence is CASSYLGEGQPQHF.